Task: Predict the product of the given reaction.. Dataset: Forward reaction prediction with 1.9M reactions from USPTO patents (1976-2016) (1) Given the reactants [Br:1][C:2]1[CH:7]=[CH:6][C:5]([C:8]2([N:16]3[C:24](=[O:25])[C:23]4[C:18](=[CH:19][CH:20]=[CH:21][CH:22]=4)[C:17]3=[O:26])[CH2:11][C:10]3(OCC[O:12]3)[CH2:9]2)=[CH:4][CH:3]=1.O.C1(C)C(S(O)(=O)=O)=CC=CC=1, predict the reaction product. The product is: [Br:1][C:2]1[CH:3]=[CH:4][C:5]([C:8]2([N:16]3[C:24](=[O:25])[C:23]4[C:18](=[CH:19][CH:20]=[CH:21][CH:22]=4)[C:17]3=[O:26])[CH2:9][C:10](=[O:12])[CH2:11]2)=[CH:6][CH:7]=1. (2) Given the reactants C[O:2][C:3]1[CH:4]=[C:5]([C:9]2[C:10]([C:28]3[CH:33]=[CH:32][N:31]=[CH:30][CH:29]=3)=[N:11][N:12]3[C:17]([CH3:18])=[C:16]([S:19]([C:22]4[CH:27]=[CH:26][CH:25]=[CH:24][CH:23]=4)(=[O:21])=[O:20])[N:15]=[N:14][C:13]=23)[CH:6]=[CH:7][CH:8]=1.B(Br)(Br)Br, predict the reaction product. The product is: [CH3:18][C:17]1[N:12]2[N:11]=[C:10]([C:28]3[CH:33]=[CH:32][N:31]=[CH:30][CH:29]=3)[C:9]([C:5]3[CH:4]=[C:3]([OH:2])[CH:8]=[CH:7][CH:6]=3)=[C:13]2[N:14]=[N:15][C:16]=1[S:19]([C:22]1[CH:27]=[CH:26][CH:25]=[CH:24][CH:23]=1)(=[O:21])=[O:20]. (3) The product is: [F:9][C:3]1[CH:4]=[C:5]([F:8])[CH:6]=[CH:7][C:2]=1[C:29](=[O:30])[C:28]([C:25]1[N:26]=[CH:27][C:22]([O:21][C:20]2[CH:19]=[CH:18][C:17]([C:15]#[N:16])=[CH:37][CH:36]=2)=[CH:23][CH:24]=1)([F:34])[F:35]. Given the reactants Br[C:2]1[CH:7]=[CH:6][C:5]([F:8])=[CH:4][C:3]=1[F:9].[Li]CCCC.[C:15]([C:17]1[CH:37]=[CH:36][C:20]([O:21][C:22]2[CH:23]=[CH:24][C:25]([C:28]([F:35])([F:34])[C:29](OCC)=[O:30])=[N:26][CH:27]=2)=[CH:19][CH:18]=1)#[N:16], predict the reaction product. (4) Given the reactants [Cl:1][C:2]1[CH:7]=[CH:6][C:5]([C:8]2[NH:9][C:10]3[N:11]([N:15]=[C:16]([O:26][CH3:27])[C:17]=3[C:18](/[N:20]=[C:21](/[N:23](C)C)\[CH3:22])=[O:19])[C:12](=[O:14])[CH:13]=2)=[CH:4][CH:3]=1.NO.Cl.[OH-].[Na+], predict the reaction product. The product is: [Cl:1][C:2]1[CH:7]=[CH:6][C:5]([C:8]2[NH:9][C:10]3[N:11]([N:15]=[C:16]([O:26][CH3:27])[C:17]=3[C:18]3[O:19][N:23]=[C:21]([CH3:22])[N:20]=3)[C:12](=[O:14])[CH:13]=2)=[CH:4][CH:3]=1. (5) Given the reactants CCC(C)[BH-](C(C)CC)C(C)CC.[Li+].[C:15]1([CH2:21][O:22][C:23]([C@:25]2([NH:42][C:43]([O:45][C:46]([CH3:49])([CH3:48])[CH3:47])=[O:44])[CH2:30][C:29](=[O:31])[C@@H:28]3[C@H:26]2[C@H:27]3[C:32]([O:34][CH2:35][C:36]2[CH:41]=[CH:40][CH:39]=[CH:38][CH:37]=2)=[O:33])=[O:24])[CH:20]=[CH:19][CH:18]=[CH:17][CH:16]=1, predict the reaction product. The product is: [CH2:21]([O:22][C:23]([C@:25]1([NH:42][C:43]([O:45][C:46]([CH3:49])([CH3:48])[CH3:47])=[O:44])[CH2:30][C@H:29]([OH:31])[C@@H:28]2[C@H:26]1[C@H:27]2[C:32]([O:34][CH2:35][C:36]1[CH:41]=[CH:40][CH:39]=[CH:38][CH:37]=1)=[O:33])=[O:24])[C:15]1[CH:16]=[CH:17][CH:18]=[CH:19][CH:20]=1. (6) Given the reactants [CH2:1]([O:3][C:4]([C:6]1[C:7]([NH:12][CH2:13][C:14]2[CH:15]=[C:16](B(O)O)[CH:17]=[C:18]([O:20][CH:21]([CH3:23])[CH3:22])[CH:19]=2)=[N:8][CH:9]=[CH:10][CH:11]=1)=[O:5])[CH3:2].[Br:27][C:28]1[CH:29]=[C:30]2[C:36](I)=[CH:35][N:34]([S:38]([C:41]3[CH:46]=[CH:45][CH:44]=[CH:43][CH:42]=3)(=[O:40])=[O:39])[C:31]2=[N:32][CH:33]=1.C([O-])([O-])=O.[K+].[K+].O, predict the reaction product. The product is: [Br:27][C:28]1[CH:29]=[C:30]2[C:36]([C:16]3[CH:15]=[C:14]([CH:19]=[C:18]([O:20][CH:21]([CH3:23])[CH3:22])[CH:17]=3)[CH2:13][NH:12][C:7]3[N:8]=[CH:9][CH:10]=[CH:11][C:6]=3[C:4]([O:3][CH2:1][CH3:2])=[O:5])=[CH:35][N:34]([S:38]([C:41]3[CH:46]=[CH:45][CH:44]=[CH:43][CH:42]=3)(=[O:39])=[O:40])[C:31]2=[N:32][CH:33]=1. (7) Given the reactants [CH2:1]([O:8][C:9]1[C:10]2[CH:30]=[CH:29][CH:28]=[CH:27][C:11]=2[C:12]2[C@H:13]([CH2:25][Cl:26])[CH2:14][N:15](C(OC(C)(C)C)=O)[C:16]=2[CH:17]=1)[C:2]1[CH:7]=[CH:6][CH:5]=[CH:4][CH:3]=1.ClC[C@H]1C2C3C=CC=CC=3C(O)=CC=2N(C(OC(C)(C)C)=O)C1.Cl.N, predict the reaction product. The product is: [CH2:1]([O:8][C:9]1[C:10]2[CH:30]=[CH:29][CH:28]=[CH:27][C:11]=2[C:12]2[C@H:13]([CH2:25][Cl:26])[CH2:14][NH:15][C:16]=2[CH:17]=1)[C:2]1[CH:3]=[CH:4][CH:5]=[CH:6][CH:7]=1.